This data is from Reaction yield outcomes from USPTO patents with 853,638 reactions. The task is: Predict the reaction yield, written as a fraction of the theoretical maximum amount of product (1.0 means a 100% yield; for example, 0.34 means a 34% yield). (1) The reactants are [Cl:1][C:2]1[CH:3]=[C:4]2[C:9](=[CH:10][C:11]=1[O:12][C:13]1[CH:21]=[CH:20][C:16]([C:17](O)=[O:18])=[CH:15][CH:14]=1)[O:8][CH2:7][CH2:6][CH:5]2[C:22]([O:24][CH2:25][CH3:26])=[O:23].O.ON1C2C=CC=CC=2N=N1.Cl.C(N=C=NCCCN(C)C)C.[CH3:50][C:51]1[CH:59]=[CH:58][C:54]([CH2:55][CH2:56][NH2:57])=[CH:53][CH:52]=1. The product is [Cl:1][C:2]1[CH:3]=[C:4]2[C:9](=[CH:10][C:11]=1[O:12][C:13]1[CH:21]=[CH:20][C:16]([C:17](=[O:18])[NH:57][CH2:56][CH2:55][C:54]3[CH:58]=[CH:59][C:51]([CH3:50])=[CH:52][CH:53]=3)=[CH:15][CH:14]=1)[O:8][CH2:7][CH2:6][CH:5]2[C:22]([O:24][CH2:25][CH3:26])=[O:23]. The yield is 0.960. The catalyst is CN(C)C=O.O. (2) The reactants are C(OC([N:11]1[CH2:16][CH2:15][CH:14]([C:17](=[O:39])[NH:18][C:19]2[CH:24]=[C:23]([C:25]3[CH:30]=[CH:29][CH:28]=[CH:27][C:26]=3[O:31][CH2:32][C:33]3[CH:38]=[CH:37][CH:36]=[CH:35][CH:34]=3)[N:22]=[CH:21][N:20]=2)[CH2:13][CH2:12]1)=O)C1C=CC=CC=1. The yield is 0.0700. The product is [CH2:32]([O:31][C:26]1[CH:27]=[CH:28][CH:29]=[CH:30][C:25]=1[C:23]1[N:22]=[CH:21][N:20]=[C:19]([NH:18][C:17]([CH:14]2[CH2:15][CH2:16][NH:11][CH2:12][CH2:13]2)=[O:39])[CH:24]=1)[C:33]1[CH:34]=[CH:35][CH:36]=[CH:37][CH:38]=1. The catalyst is Br.C(O)(=O)C. (3) The reactants are [CH3:1][O:2][C@@H:3]([C@@H:21]1[CH2:25][CH2:24][CH2:23][N:22]1[C:26](=[O:45])[CH2:27][C@@H:28]([O:43][CH3:44])[C@@H:29]([N:34]([CH3:42])[C:35](=[O:41])[C@H:36]([CH:38]([CH3:40])[CH3:39])[NH2:37])[C@@H:30]([CH3:33])[CH2:31][CH3:32])[C@@H:4]([CH3:20])[C:5]([NH:7][C@H:8]([C:16]([O:18][CH3:19])=[O:17])[CH2:9][C:10]1[CH:15]=[CH:14][CH:13]=[CH:12][CH:11]=1)=[O:6].C1C2C(COC([NH:63][C@@:64]([C:68](O)=[O:69])([CH3:67])[CH2:65][CH3:66])=O)C3C(=CC=CC=3)C=2C=CC=1.CCN(C(C)C)C(C)C.CN(C(ON1N=NC2C=CC=NC1=2)=[N+](C)C)C.F[P-](F)(F)(F)(F)F.C(NCC)C. The catalyst is ClCCl. The product is [NH2:63][C@@:64]([C:68]([NH:37][C@H:36]([C:35]([N:34]([C@@H:29]([C@@H:30]([CH3:33])[CH2:31][CH3:32])[C@H:28]([O:43][CH3:44])[CH2:27][C:26]([N:22]1[CH2:23][CH2:24][CH2:25][C@H:21]1[C@H:3]([O:2][CH3:1])[C@@H:4]([CH3:20])[C:5]([NH:7][C@@H:8]([CH2:9][C:10]1[CH:11]=[CH:12][CH:13]=[CH:14][CH:15]=1)[C:16]([O:18][CH3:19])=[O:17])=[O:6])=[O:45])[CH3:42])=[O:41])[CH:38]([CH3:39])[CH3:40])=[O:69])([CH3:67])[CH2:65][CH3:66]. The yield is 0.300.